Dataset: CYP2C9 inhibition data for predicting drug metabolism from PubChem BioAssay. Task: Regression/Classification. Given a drug SMILES string, predict its absorption, distribution, metabolism, or excretion properties. Task type varies by dataset: regression for continuous measurements (e.g., permeability, clearance, half-life) or binary classification for categorical outcomes (e.g., BBB penetration, CYP inhibition). Dataset: cyp2c9_veith. (1) The compound is CN(C)c1ncc2nc(-c3ccccc3)c(=O)n(C)c2n1. The result is 1 (inhibitor). (2) The drug is Cn1cc(-c2nc3cnc(N4CCNCC4)nc3n(-c3ccccc3)c2=O)c2ccccc21. The result is 0 (non-inhibitor). (3) The drug is CCN1CCC[C@@H](OC(=O)C(c2ccccc2)c2ccccc2)C1. The result is 0 (non-inhibitor).